Dataset: Peptide-MHC class II binding affinity with 134,281 pairs from IEDB. Task: Regression. Given a peptide amino acid sequence and an MHC pseudo amino acid sequence, predict their binding affinity value. This is MHC class II binding data. (1) The peptide sequence is FSLSAAVKAGASLID. The MHC is H-2-IAb with pseudo-sequence H-2-IAb. The binding affinity (normalized) is 0.403. (2) The peptide sequence is SHNVQGATVAVDCRP. The MHC is HLA-DPA10103-DPB10301 with pseudo-sequence HLA-DPA10103-DPB10301. The binding affinity (normalized) is 0.0858. (3) The peptide sequence is AALHPFALLLVLAGWK. The MHC is DRB3_0101 with pseudo-sequence DRB3_0101. The binding affinity (normalized) is 0.